This data is from Reaction yield outcomes from USPTO patents with 853,638 reactions. The task is: Predict the reaction yield, written as a fraction of the theoretical maximum amount of product (1.0 means a 100% yield; for example, 0.34 means a 34% yield). (1) The reactants are [CH2:1]([O:5][C:6]1[CH:11]=[C:10]([NH2:12])[CH:9]=[CH:8][N:7]=1)[CH2:2][CH2:3][CH3:4].C(O)(=O)C.[I:17]N1C(=O)CCC1=O. No catalyst specified. The product is [CH2:1]([O:5][C:6]1[C:11]([I:17])=[C:10]([NH2:12])[CH:9]=[CH:8][N:7]=1)[CH2:2][CH2:3][CH3:4]. The yield is 0.410. (2) The reactants are [CH2:1]([OH:8])[C:2]1[CH:7]=[CH:6][CH:5]=[CH:4][CH:3]=1.[OH-].[K+].Cl[C:12]1[CH:17]=[CH:16][C:15]([N+:18]([O-:20])=[O:19])=[CH:14][N:13]=1. The catalyst is C1(C)C=CC=CC=1.C(OCC)(=O)C. The product is [CH2:1]([O:8][C:12]1[CH:17]=[CH:16][C:15]([N+:18]([O-:20])=[O:19])=[CH:14][N:13]=1)[C:2]1[CH:7]=[CH:6][CH:5]=[CH:4][CH:3]=1. The yield is 0.280. (3) The reactants are [CH3:1][O:2][C:3](=[O:13])[C:4]1[CH:9]=[CH:8][C:7]([CH:10]=[CH2:11])=[N:6][C:5]=1[NH2:12].[C-:14]#[N:15].C([Al+]CC)C.C1(C)C=CC=CC=1.[Cl-].[Na+]. The catalyst is O1CCCC1. The product is [CH3:1][O:2][C:3](=[O:13])[C:4]1[CH:9]=[CH:8][C:7]([CH2:10][CH2:11][C:14]#[N:15])=[N:6][C:5]=1[NH2:12]. The yield is 0.210.